From a dataset of Reaction yield outcomes from USPTO patents with 853,638 reactions. Predict the reaction yield, written as a fraction of the theoretical maximum amount of product (1.0 means a 100% yield; for example, 0.34 means a 34% yield). (1) The reactants are [F:1][C:2]1[CH:3]=[C:4](OS(C(F)(F)F)(=O)=O)[CH:5]=[N:6][CH:7]=1.C([O-])(=O)C.[K+].[B:21]1([B:21]2[O:25][C:24]([CH3:27])([CH3:26])[C:23]([CH3:29])([CH3:28])[O:22]2)[O:25][C:24]([CH3:27])([CH3:26])[C:23]([CH3:29])([CH3:28])[O:22]1. The catalyst is O1CCOCC1.C1C=CC(P(C2C=CC=CC=2)[C-]2C=CC=C2)=CC=1.C1C=CC(P(C2C=CC=CC=2)[C-]2C=CC=C2)=CC=1.Cl[Pd]Cl.[Fe+2].ClCCl. The product is [F:1][C:2]1[CH:7]=[N:6][CH:5]=[C:4]([B:21]2[O:25][C:24]([CH3:27])([CH3:26])[C:23]([CH3:29])([CH3:28])[O:22]2)[CH:3]=1. The yield is 0.900. (2) The catalyst is O1CCCC1. The yield is 0.280. The product is [Cl:1][C:2]1[C:3]([C:4]([OH:6])=[O:5])=[CH:7][CH:8]=[C:9]2[C:10]=1[NH:11][CH:15]=[CH:14]2. The reactants are [Cl:1][C:2]1[C:10]([N+:11]([O-])=O)=[CH:9][CH:8]=[CH:7][C:3]=1[C:4]([OH:6])=[O:5].[CH:14]([Mg]Br)=[CH2:15].[Cl-].[NH4+].Cl. (3) The reactants are F[C:2]1[CH:3]=[C:4]([CH:7]=[CH:8][C:9]=1[N:10]1[C:18]2[CH2:17][C:16]([CH3:20])([CH3:19])[CH2:15][C:14](=[O:21])[C:13]=2[CH:12]=[C:11]1[CH3:22])[C:5]#[N:6].[CH2:23]([OH:27])[CH2:24][CH2:25][CH3:26].[H-].[Na+].CN(C=[O:34])C. No catalyst specified. The product is [CH2:23]([O:27][C:2]1[CH:3]=[C:4]([CH:7]=[CH:8][C:9]=1[N:10]1[C:18]2[CH2:17][C:16]([CH3:20])([CH3:19])[CH2:15][C:14](=[O:21])[C:13]=2[CH:12]=[C:11]1[CH3:22])[C:5]([NH2:6])=[O:34])[CH2:24][CH2:25][CH3:26]. The yield is 0.650. (4) The reactants are [NH2:1][C:2]1[CH:25]=[CH:24][C:5]([O:6][C:7]2[C:16]3[C:11](=[CH:12][C:13]([O:19][CH2:20][C@@H:21]4[CH2:23][O:22]4)=[C:14]([C:17]#[N:18])[CH:15]=3)[N:10]=[CH:9][CH:8]=2)=[CH:4][C:3]=1[Cl:26].[CH2:27]([NH:29][CH2:30][CH3:31])[CH3:28]. The catalyst is O1CCCC1. The product is [NH2:1][C:2]1[CH:25]=[CH:24][C:5]([O:6][C:7]2[C:16]3[C:11](=[CH:12][C:13]([O:19][CH2:20][C@@H:21]([OH:22])[CH2:23][N:29]([CH2:30][CH3:31])[CH2:27][CH3:28])=[C:14]([C:17]#[N:18])[CH:15]=3)[N:10]=[CH:9][CH:8]=2)=[CH:4][C:3]=1[Cl:26]. The yield is 0.911.